From a dataset of Peptide-MHC class I binding affinity with 185,985 pairs from IEDB/IMGT. Regression. Given a peptide amino acid sequence and an MHC pseudo amino acid sequence, predict their binding affinity value. This is MHC class I binding data. (1) The peptide sequence is RRAALSGHL. The MHC is HLA-B83:01 with pseudo-sequence HLA-B83:01. The binding affinity (normalized) is 0.213. (2) The peptide sequence is LYQPPQTSI. The MHC is HLA-A24:02 with pseudo-sequence HLA-A24:02. The binding affinity (normalized) is 0.120. (3) The peptide sequence is FQILHDRFF. The MHC is HLA-B07:02 with pseudo-sequence HLA-B07:02. The binding affinity (normalized) is 0.0847. (4) The peptide sequence is SIMAFILGII. The MHC is HLA-A02:02 with pseudo-sequence HLA-A02:02. The binding affinity (normalized) is 0.813. (5) The peptide sequence is RVYANLGER. The MHC is HLA-A11:01 with pseudo-sequence HLA-A11:01. The binding affinity (normalized) is 0.553. (6) The peptide sequence is KKQKFYALF. The MHC is HLA-A02:03 with pseudo-sequence HLA-A02:03. The binding affinity (normalized) is 0. (7) The peptide sequence is HPEIVIYQY. The MHC is HLA-B15:01 with pseudo-sequence HLA-B15:01. The binding affinity (normalized) is 0.210.